This data is from Reaction yield outcomes from USPTO patents with 853,638 reactions. The task is: Predict the reaction yield, written as a fraction of the theoretical maximum amount of product (1.0 means a 100% yield; for example, 0.34 means a 34% yield). (1) The yield is 0.540. The product is [CH:20]([N:16]1[C:15]([C:9]2[S:10][C:11]3[CH2:12][CH2:13][O:14][C:5]4[CH:4]=[CH:3][C:2]([C:27]5[CH:28]=[CH:29][CH:30]=[CH:31][C:26]=5[O:25][CH3:24])=[CH:23][C:6]=4[C:7]=3[N:8]=2)=[N:19][CH:18]=[N:17]1)([CH3:22])[CH3:21]. The reactants are Br[C:2]1[CH:3]=[CH:4][C:5]2[O:14][CH2:13][CH2:12][C:11]3[S:10][C:9]([C:15]4[N:16]([CH:20]([CH3:22])[CH3:21])[N:17]=[CH:18][N:19]=4)=[N:8][C:7]=3[C:6]=2[CH:23]=1.[CH3:24][O:25][C:26]1[CH:31]=[CH:30][CH:29]=[CH:28][C:27]=1B(O)O. No catalyst specified. (2) The reactants are FC(F)(F)S(O[C:7]1[CH:16]=[C:15]2[C:10]([CH:11]=[CH:12][CH:13]=[N:14]2)=[CH:9][CH:8]=1)(=O)=O.[B:19]1([B:19]2[O:23][C:22]([CH3:25])([CH3:24])[C:21]([CH3:27])([CH3:26])[O:20]2)[O:23][C:22]([CH3:25])([CH3:24])[C:21]([CH3:27])([CH3:26])[O:20]1.C([O-])(=O)C.[K+].C(OCC)(=O)C. The catalyst is O1CCOCC1.C1C=CC(P(C2C=CC=CC=2)[C-]2C=CC=C2)=CC=1.C1C=CC(P(C2C=CC=CC=2)[C-]2C=CC=C2)=CC=1.Cl[Pd]Cl.[Fe+2].C(Cl)Cl.C1(P(C2C=CC=CC=2)[C-]2C=CC=C2)C=CC=CC=1.[C-]1(P(C2C=CC=CC=2)C2C=CC=CC=2)C=CC=C1.[Fe+2]. The product is [CH3:26][C:21]1([CH3:27])[C:22]([CH3:25])([CH3:24])[O:23][B:19]([C:7]2[CH:16]=[C:15]3[C:10]([CH:11]=[CH:12][CH:13]=[N:14]3)=[CH:9][CH:8]=2)[O:20]1. The yield is 0.740. (3) The reactants are [CH2:1]([O:8][C:9]1[CH:18]=[C:17]2[C:12]([CH:13]=[C:14]([C:19]3([CH3:26])[NH:23]C(=O)N[C:20]3=[O:25])[CH:15]=[N:16]2)=[CH:11][CH:10]=1)[CH2:2][CH2:3][CH2:4][CH2:5][CH2:6][CH3:7].CC[OH:29].[OH-].[Na+].Cl. The catalyst is O. The product is [NH2:23][C:19]([C:14]1[CH:15]=[N:16][C:17]2[C:12]([CH:13]=1)=[CH:11][CH:10]=[C:9]([O:8][CH2:1][CH2:2][CH2:3][CH2:4][CH2:5][CH2:6][CH3:7])[CH:18]=2)([CH3:26])[C:20]([OH:25])=[O:29]. The yield is 0.800. (4) The reactants are [CH2:1]([O:4][N:5]([C@H:18]1[CH2:23][N:22]([C:24]([O:26][C:27]([CH3:30])([CH3:29])[CH3:28])=[O:25])[C@H:21]([C:31]([OH:33])=O)[CH:20]=[C:19]1[CH3:34])[S:6]([C:9]1[CH:14]=[CH:13][CH:12]=[CH:11][C:10]=1[N+:15]([O-:17])=[O:16])(=[O:8])=[O:7])[CH:2]=[CH2:3].[Cl-].[NH4+].C[N:38](C(ON1N=NC2C=CC=NC1=2)=[N+](C)C)C.F[P-](F)(F)(F)(F)F.CCN(C(C)C)C(C)C. The catalyst is CN(C=O)C.C(OCC)(=O)C. The product is [CH2:1]([O:4][N:5]([C@H:18]1[CH2:23][N:22]([C:24]([O:26][C:27]([CH3:29])([CH3:30])[CH3:28])=[O:25])[C@H:21]([C:31](=[O:33])[NH2:38])[CH:20]=[C:19]1[CH3:34])[S:6]([C:9]1[CH:14]=[CH:13][CH:12]=[CH:11][C:10]=1[N+:15]([O-:17])=[O:16])(=[O:8])=[O:7])[CH:2]=[CH2:3]. The yield is 0.520. (5) The reactants are [F:1][C:2]1[C:3]([NH:27][C:28]2[CH:33]=[CH:32][C:31]([I:34])=[CH:30][C:29]=2[F:35])=[C:4]([C:9]([N:11]2[CH2:14][C:13]([CH2:16][N:17]([CH2:25][CH3:26])[C:18](=[O:24])[O:19][C:20]([CH3:23])([CH3:22])[CH3:21])(O)[CH2:12]2)=[O:10])[CH:5]=[CH:6][C:7]=1[F:8].CCN(S(F)(F)[F:42])CC. The catalyst is C(Cl)(Cl)Cl. The product is [F:1][C:2]1[C:3]([NH:27][C:28]2[CH:33]=[CH:32][C:31]([I:34])=[CH:30][C:29]=2[F:35])=[C:4]([C:9]([N:11]2[CH2:12][C:13]([CH2:16][N:17]([CH2:25][CH3:26])[C:18](=[O:24])[O:19][C:20]([CH3:23])([CH3:21])[CH3:22])([F:42])[CH2:14]2)=[O:10])[CH:5]=[CH:6][C:7]=1[F:8]. The yield is 0.700. (6) The reactants are [Br:1][C:2]1[C:10]2[C:5](=[N:6][CH:7]=[CH:8][CH:9]=2)[NH:4][CH:3]=1.[H-].[Na+].[C:13]1([S:19](Cl)(=[O:21])=[O:20])[CH:18]=[CH:17][CH:16]=[CH:15][CH:14]=1. The catalyst is CN(C=O)C. The product is [Br:1][C:2]1[C:10]2[C:5](=[N:6][CH:7]=[CH:8][CH:9]=2)[N:4]([S:19]([C:13]2[CH:18]=[CH:17][CH:16]=[CH:15][CH:14]=2)(=[O:21])=[O:20])[CH:3]=1. The yield is 0.870. (7) The reactants are C(N(CC)CC)C.[CH3:8][S:9](Cl)(=[O:11])=[O:10].[CH2:13]([O:17][C:18]1[CH:23]=[CH:22][C:21]([S:24]([NH:27][CH2:28][C:29]([N:38]2[CH2:43][CH2:42][NH:41][CH2:40][CH2:39]2)([C:34]([O:36][CH3:37])=[O:35])[C:30]([O:32][CH3:33])=[O:31])(=[O:26])=[O:25])=[CH:20][CH:19]=1)[C:14]#[C:15][CH3:16]. The catalyst is ClCCl. The product is [CH2:13]([O:17][C:18]1[CH:23]=[CH:22][C:21]([S:24]([NH:27][CH2:28][C:29]([N:38]2[CH2:39][CH2:40][N:41]([S:9]([CH3:8])(=[O:11])=[O:10])[CH2:42][CH2:43]2)([C:30]([O:32][CH3:33])=[O:31])[C:34]([O:36][CH3:37])=[O:35])(=[O:26])=[O:25])=[CH:20][CH:19]=1)[C:14]#[C:15][CH3:16]. The yield is 0.580. (8) The product is [CH2:1]([O:23][CH2:24][CH2:25][CH2:26][CH2:27][CH2:28][CH2:29][CH2:30][CH2:31][CH2:32][CH2:33][CH2:34][CH2:35][O:36][C:37]1([O:51][CH2:52][CH2:53][CH2:54][CH2:55][CH2:56][CH2:57][CH2:58][CH2:59][CH2:60][CH2:61][CH2:62][CH2:63][O:64][CH2:65][CH2:66][CH2:67][CH2:68][CH2:69][CH2:70][CH2:71][CH2:72][CH2:73][CH2:74][CH2:75][CH2:76][CH2:77][CH2:78][CH2:79][CH2:80][CH2:81][CH2:82][CH2:83][CH2:84][CH2:85][CH3:86])[CH:38]=[CH:39][C:40]([CH:41]([OH:42])[C:43]2[CH:44]=[CH:45][CH:46]=[CH:47][CH:48]=2)=[CH:49][CH2:50]1)[CH2:2][CH2:3][CH2:4][CH2:5][CH2:6][CH2:7][CH2:8][CH2:9][CH2:10][CH2:11][CH2:12][CH2:13][CH2:14][CH2:15][CH2:16][CH2:17][CH2:18][CH2:19][CH2:20][CH2:21][CH3:22]. The catalyst is C(Cl)(Cl)Cl. The reactants are [CH2:1]([O:23][CH2:24][CH2:25][CH2:26][CH2:27][CH2:28][CH2:29][CH2:30][CH2:31][CH2:32][CH2:33][CH2:34][CH2:35][O:36][C:37]1([O:51][CH2:52][CH2:53][CH2:54][CH2:55][CH2:56][CH2:57][CH2:58][CH2:59][CH2:60][CH2:61][CH2:62][CH2:63][O:64][CH2:65][CH2:66][CH2:67][CH2:68][CH2:69][CH2:70][CH2:71][CH2:72][CH2:73][CH2:74][CH2:75][CH2:76][CH2:77][CH2:78][CH2:79][CH2:80][CH2:81][CH2:82][CH2:83][CH2:84][CH2:85][CH3:86])[CH:50]=[CH:49][C:40]([C:41]([C:43]2[CH:48]=[CH:47][CH:46]=[CH:45][CH:44]=2)=[O:42])=[CH:39][CH2:38]1)[CH2:2][CH2:3][CH2:4][CH2:5][CH2:6][CH2:7][CH2:8][CH2:9][CH2:10][CH2:11][CH2:12][CH2:13][CH2:14][CH2:15][CH2:16][CH2:17][CH2:18][CH2:19][CH2:20][CH2:21][CH3:22].CO.[BH4-].[Na+].Cl. The yield is 0.980.